This data is from Full USPTO retrosynthesis dataset with 1.9M reactions from patents (1976-2016). The task is: Predict the reactants needed to synthesize the given product. (1) Given the product [Br:19][C:15]1[CH:14]=[C:13]([NH:12][C:5]2[C:4]3[C:9](=[CH:10][CH:11]=[C:2]([NH:1][C:31](=[O:32])[CH2:30][Cl:29])[CH:3]=3)[N:8]=[CH:7][N:6]=2)[CH:18]=[CH:17][CH:16]=1, predict the reactants needed to synthesize it. The reactants are: [NH2:1][C:2]1[CH:3]=[C:4]2[C:9](=[CH:10][CH:11]=1)[N:8]=[CH:7][N:6]=[C:5]2[NH:12][C:13]1[CH:18]=[CH:17][CH:16]=[C:15]([Br:19])[CH:14]=1.C(N(CC)C(C)C)(C)C.[Cl:29][CH2:30][C:31](Cl)=[O:32].C([O-])(O)=O.[Na+]. (2) Given the product [C:21]([NH:1][C:2]1[C:3]([CH3:20])=[C:4]([C:8]2[CH:13]=[N:12][C:11]([C:14]([NH2:16])=[O:15])=[C:10]3[NH:17][CH:18]=[CH:19][C:9]=23)[CH:5]=[CH:6][CH:7]=1)(=[O:24])[CH:22]=[CH2:23], predict the reactants needed to synthesize it. The reactants are: [NH2:1][C:2]1[C:3]([CH3:20])=[C:4]([C:8]2[CH:13]=[N:12][C:11]([C:14]([NH2:16])=[O:15])=[C:10]3[NH:17][CH:18]=[CH:19][C:9]=23)[CH:5]=[CH:6][CH:7]=1.[C:21](Cl)(=[O:24])[CH:22]=[CH2:23].